The task is: Predict which catalyst facilitates the given reaction.. This data is from Catalyst prediction with 721,799 reactions and 888 catalyst types from USPTO. (1) Reactant: [Br:1][C:2]1[CH:3]=[C:4]([CH:14]=[CH:15][CH:16]=1)/[C:5](=[N:7]\[C:8]1[CH:13]=[CH:12][CH:11]=[CH:10][CH:9]=1)/[NH2:6].Cl[CH2:18][CH:19]=O.C(=O)(O)[O-].[Na+].CC(O)C. Product: [Br:1][C:2]1[CH:3]=[C:4]([C:5]2[N:7]([C:8]3[CH:13]=[CH:12][CH:11]=[CH:10][CH:9]=3)[CH:18]=[CH:19][N:6]=2)[CH:14]=[CH:15][CH:16]=1. The catalyst class is: 6. (2) Reactant: [Cl:1][C:2]1[CH:3]=[C:4]([O:13][CH3:14])[C:5]([O:11][CH3:12])=[C:6]([CH:8]([NH2:10])[CH3:9])[CH:7]=1.F[C:16]1[CH:21]=[C:20]([F:22])[CH:19]=[CH:18][C:17]=1[S:23]([CH3:26])(=[O:25])=[O:24].C(N(CC)C(C)C)(C)C. Product: [Cl:1][C:2]1[CH:3]=[C:4]([O:13][CH3:14])[C:5]([O:11][CH3:12])=[C:6]([CH:8]([NH:10][C:18]2[CH:19]=[C:20]([F:22])[CH:21]=[CH:16][C:17]=2[S:23]([CH3:26])(=[O:25])=[O:24])[CH3:9])[CH:7]=1. The catalyst class is: 10. (3) Reactant: [Br:1][CH2:2][CH2:3]SC1C=CC=CC=1.Cl[C:12]1[CH:13]=[C:14](C(OO)=O)[CH:15]=[CH:16][CH:17]=1.[S:22]([O-:25])([O-])=[O:23].[Na+].[Na+]. Product: [Br:1][CH2:2][CH2:3][S:22]([C:12]1[CH:13]=[CH:14][CH:15]=[CH:16][CH:17]=1)(=[O:25])=[O:23]. The catalyst class is: 2. (4) Reactant: [H-].[Al+3].[Li+].[H-].[H-].[H-].[CH3:7][O:8][C:9]1[CH:10]=[C:11]([CH:16]=[C:17]([CH3:19])[CH:18]=1)[C:12](OC)=[O:13]. Product: [CH3:7][O:8][C:9]1[CH:10]=[C:11]([CH2:12][OH:13])[CH:16]=[C:17]([CH3:19])[CH:18]=1. The catalyst class is: 7. (5) Reactant: [CH:1]1([S:6][CH:7]([C:11]2[CH:16]=[CH:15][C:14]([O:17][C:18]3[CH:23]=[CH:22][CH:21]=[CH:20][CH:19]=3)=[CH:13][CH:12]=2)[C:8]([OH:10])=O)[CH2:5][CH2:4][CH2:3][CH2:2]1.[NH2:24][C:25]1[CH:30]=[CH:29][CH:28]=[CH:27][N:26]=1. Product: [CH:1]1([S:6][CH:7]([C:11]2[CH:12]=[CH:13][C:14]([O:17][C:18]3[CH:19]=[CH:20][CH:21]=[CH:22][CH:23]=3)=[CH:15][CH:16]=2)[C:8]([NH:24][C:25]2[CH:30]=[CH:29][CH:28]=[CH:27][N:26]=2)=[O:10])[CH2:5][CH2:4][CH2:3][CH2:2]1. The catalyst class is: 1. (6) Reactant: Br[C:2]1[CH:7]=[CH:6][C:5]([Cl:8])=[C:4]([F:9])[C:3]=1[F:10].C([Mg]Cl)(C)C.C(O[B:20]1[O:24][C:23]([CH3:26])([CH3:25])[C:22]([CH3:28])([CH3:27])[O:21]1)(C)C. Product: [Cl:8][C:5]1[CH:6]=[CH:7][C:2]([B:20]2[O:24][C:23]([CH3:26])([CH3:25])[C:22]([CH3:28])([CH3:27])[O:21]2)=[C:3]([F:10])[C:4]=1[F:9]. The catalyst class is: 7. (7) Reactant: C([Si]1(C(C)C)[O:11][C@H:10]2[CH2:12][C@H:13]([C:15]3[N:23]4[C:18]([C:19]([NH2:24])=[N:20][CH:21]=[N:22]4)=[N:17][CH:16]=3)[O:14][C@@H:9]2[CH2:8][O:7][Si](C(C)C)(C(C)C)O1)(C)C.N1C=CC=CC=1.F.C([O-])(O)=O.[Na+]. Product: [NH2:24][C:19]1[C:18]2=[N:17][CH:16]=[C:15]([C@@H:13]3[O:14][C@H:9]([CH2:8][OH:7])[C@@H:10]([OH:11])[CH2:12]3)[N:23]2[N:22]=[CH:21][N:20]=1. The catalyst class is: 36. (8) Reactant: [S:1]([O-:4])([O-:3])=[O:2].[Na+:5].[Na+].Br[CH2:8][C:9]1[CH:24]=[CH:23][C:12]([CH2:13][C:14]2[CH:19]=[CH:18][C:17]([N+:20]([O-:22])=[O:21])=[CH:16][CH:15]=2)=[CH:11][CH:10]=1. Product: [Na+:5].[N+:20]([C:17]1[CH:16]=[CH:15][C:14]([CH2:13][C:12]2[CH:23]=[CH:24][C:9]([CH2:8][S:1]([O-:4])(=[O:3])=[O:2])=[CH:10][CH:11]=2)=[CH:19][CH:18]=1)([O-:22])=[O:21]. The catalyst class is: 192. (9) Reactant: [CH3:1][CH:2]([O:4][C:5]1[CH:10]=[CH:9][C:8]([C:11]2[C:12]([NH2:17])=[N:13][CH:14]=[CH:15][CH:16]=2)=[CH:7][CH:6]=1)[CH3:3].[H-].[Na+].Cl[CH2:21][CH2:22][S:23](Cl)(=[O:25])=[O:24].O. Product: [CH3:3][CH:2]([O:4][C:5]1[CH:6]=[CH:7][C:8]([C:11]2[C:12]3=[N:17][S:23](=[O:25])(=[O:24])[CH2:22][CH2:21][N:13]3[CH:14]=[CH:15][CH:16]=2)=[CH:9][CH:10]=1)[CH3:1]. The catalyst class is: 134. (10) The catalyst class is: 15. Reactant: [Br:1][C:2]1[CH:3]=[C:4]2[C:9](=[CH:10][CH:11]=1)[N:8]=[CH:7][C:6]([N+:12]([O-:14])=[O:13])=[C:5]2CC1C=CC(C(C)(C)C#N)=CC=1.[NH2:27][C:28]1[CH:33]=[CH:32][C:31]([C:34]([CH3:38])([CH3:37])[C:35]#[N:36])=[CH:30][CH:29]=1. Product: [Br:1][C:2]1[CH:3]=[C:4]2[C:9](=[CH:10][CH:11]=1)[N:8]=[CH:7][C:6]([N+:12]([O-:14])=[O:13])=[C:5]2[NH:27][C:28]1[CH:29]=[CH:30][C:31]([C:34]([CH3:38])([CH3:37])[C:35]#[N:36])=[CH:32][CH:33]=1.